From a dataset of Catalyst prediction with 721,799 reactions and 888 catalyst types from USPTO. Predict which catalyst facilitates the given reaction. (1) Product: [F:40][C:36]1[CH:35]=[C:34]([NH:33][C@:16]2([CH2:15][NH:14][S:8]([O:9][C:5]3[CH:6]=[CH:12][CH:13]=[C:3]([O:2][CH3:1])[C:4]=3[OH:53])(=[O:10])=[O:11])[CH2:21][CH2:20][N:19]([C:22]([O:24][CH2:25][C:26]3[CH:31]=[CH:30][CH:29]=[CH:28][CH:27]=3)=[O:23])[C@@H:18]([CH3:32])[CH2:17]2)[CH:39]=[CH:38][CH:37]=1. The catalyst class is: 4. Reactant: [CH3:1][O:2][C:3]1[CH:13]=[CH:12][C:6]2O[S:8](=[O:11])(=[O:10])[O:9][C:5]=2[CH:4]=1.[NH2:14][CH2:15][C@@:16]1([NH:33][C:34]2[CH:39]=[CH:38][CH:37]=[C:36]([F:40])[CH:35]=2)[CH2:21][CH2:20][N:19]([C:22]([O:24][CH2:25][C:26]2[CH:31]=[CH:30][CH:29]=[CH:28][CH:27]=2)=[O:23])[C@@H:18]([CH3:32])[CH2:17]1.C(N(CC)CC)C.Cl.CN(C=[O:53])C. (2) Reactant: [F:1][C:2]1[CH:7]=[CH:6][C:5]([NH:8][C:9]([NH2:11])=[S:10])=[CH:4][CH:3]=1.Cl[CH2:13][CH:14]=O.C(OCC)(=O)C. Product: [F:1][C:2]1[CH:3]=[CH:4][C:5]([NH:8][C:9]2[S:10][CH:13]=[CH:14][N:11]=2)=[CH:6][CH:7]=1. The catalyst class is: 8. (3) Reactant: [Cl:1][C:2]1[C:3](=[O:18])[N:4]([CH2:9][C:10]2[CH:15]=[CH:14][C:13]([O:16][CH3:17])=[CH:12][CH:11]=2)[N:5]=[CH:6][C:7]=1[Cl:8].[CH3:19][O-:20].[Na+].O.ClCCl. Product: [Cl:8][C:7]1[CH:6]=[N:5][N:4]([CH2:9][C:10]2[CH:15]=[CH:14][C:13]([O:16][CH3:17])=[CH:12][CH:11]=2)[C:3](=[O:18])[C:2]=1[O:20][CH3:19].[Cl:1][C:2]1[C:3](=[O:18])[N:4]([CH2:9][C:10]2[CH:15]=[CH:14][C:13]([O:16][CH3:17])=[CH:12][CH:11]=2)[N:5]=[CH:6][C:7]=1[O:20][CH3:19]. The catalyst class is: 12. (4) Reactant: [OH:1][CH:2]([C@H:4]1[CH2:8][CH2:7][N:6]([C:9](OC(C)(C)C)=O)[CH2:5]1)[CH3:3].Cl.CCN(C(C)C)C(C)C.ClC1[C:36]2[C:31](=[N:32][CH:33]=[CH:34][N:35]=2)[CH:30]=[C:29]([Cl:37])[N:28]=1. Product: [Cl:37][C:29]1[N:28]=[C:9]([N:6]2[CH2:7][CH2:8][CH:4]([C@@H:2]([OH:1])[CH3:3])[CH2:5]2)[C:36]2[C:31](=[N:32][CH:33]=[CH:34][N:35]=2)[CH:30]=1. The catalyst class is: 1. (5) Reactant: [NH:1]1[C:9]2[C:4](=[CH:5][CH:6]=[CH:7][CH:8]=2)[C:3]([CH2:10][C:11]([OH:13])=[O:12])=[CH:2]1.Cl.[CH2:15](OCC)[CH3:16]. Product: [NH:1]1[C:9]2[C:4](=[CH:5][CH:6]=[CH:7][CH:8]=2)[C:3]([CH2:10][C:11]([O:13][CH2:15][CH3:16])=[O:12])=[CH:2]1. The catalyst class is: 8. (6) Reactant: [N:1]([C@@H:4]1[CH2:9][C@H:8]2[C@H:10]3[C@H:19]([CH2:20][CH2:21][C@:6]2([CH3:7])[C@@H:5]1[OH:24])[C:18]1[CH:17]=[CH:16][C:15]([O:22][CH3:23])=[CH:14][C:13]=1[CH2:12][CH2:11]3)=[N+]=[N-].O.NN. Product: [NH2:1][C@@H:4]1[CH2:9][C@H:8]2[C@H:10]3[C@H:19]([CH2:20][CH2:21][C@:6]2([CH3:7])[C@@H:5]1[OH:24])[C:18]1[CH:17]=[CH:16][C:15]([O:22][CH3:23])=[CH:14][C:13]=1[CH2:12][CH2:11]3. The catalyst class is: 227. (7) Reactant: [Br:1][C:2]1([Cl:10])[CH:9]=[CH:8][C:5]([C:6]#[N:7])=[CH:4][CH2:3]1.[ClH:11].[OH-].[Na+]. Product: [ClH:10].[Br:1][C:2]1[CH:9]=[CH:8][C:5]([CH2:6][NH2:7])=[C:4]([Cl:11])[CH:3]=1. The catalyst class is: 1. (8) Reactant: [NH:1]([C:3](=[O:13])[CH2:4][NH:5][C:6](=[O:12])[O:7][C:8]([CH3:11])([CH3:10])[CH3:9])[NH2:2].C(=O)([O-])O.[Na+].[CH3:19][O:20][C:21]1[CH:29]=[C:28]([N+:30]([O-:32])=[O:31])[CH:27]=[CH:26][C:22]=1[C:23](Cl)=[O:24].C(=O)([O-])[O-].[Na+].[Na+]. Product: [CH3:19][O:20][C:21]1[CH:29]=[C:28]([N+:30]([O-:32])=[O:31])[CH:27]=[CH:26][C:22]=1[C:23]([NH:2][NH:1][C:3](=[O:13])[CH2:4][NH:5][C:6](=[O:12])[O:7][C:8]([CH3:9])([CH3:10])[CH3:11])=[O:24]. The catalyst class is: 1.